From a dataset of Full USPTO retrosynthesis dataset with 1.9M reactions from patents (1976-2016). Predict the reactants needed to synthesize the given product. Given the product [C:1]([O:5][C:6](=[O:28])[CH2:7][CH2:8][C:9]1[CH:14]=[CH:13][C:12]([O:15][CH2:42][CH2:41][C:31]2[N:32]=[C:33]([C:35]3[CH:40]=[CH:39][CH:38]=[CH:37][CH:36]=3)[O:34][C:30]=2[CH3:29])=[CH:11][C:10]=1[CH2:16][N:17]1[C:18](=[O:27])[C:19]2[C:24](=[CH:23][CH:22]=[CH:21][CH:20]=2)[C:25]1=[O:26])([CH3:4])([CH3:2])[CH3:3], predict the reactants needed to synthesize it. The reactants are: [C:1]([O:5][C:6](=[O:28])[CH2:7][CH2:8][C:9]1[CH:14]=[CH:13][C:12]([OH:15])=[CH:11][C:10]=1[CH2:16][N:17]1[C:25](=[O:26])[C:24]2[C:19](=[CH:20][CH:21]=[CH:22][CH:23]=2)[C:18]1=[O:27])([CH3:4])([CH3:3])[CH3:2].[CH3:29][C:30]1[O:34][C:33]([C:35]2[CH:40]=[CH:39][CH:38]=[CH:37][CH:36]=2)=[N:32][C:31]=1[CH2:41][CH2:42]OS(C1C=CC(C)=CC=1)(=O)=O.CN(C=O)C.C(=O)([O-])[O-].[Cs+].[Cs+].